Dataset: Forward reaction prediction with 1.9M reactions from USPTO patents (1976-2016). Task: Predict the product of the given reaction. (1) The product is: [CH2:9]([NH:16][CH2:17][CH:18]([C:23]1[CH:28]=[CH:27][C:26]([Cl:29])=[C:25]([Cl:30])[CH:24]=1)[CH:19]([OH:22])[CH2:20][O:21][Si:5]([C:1]([CH3:4])([CH3:3])[CH3:2])([CH3:8])[CH3:7])[C:10]1[CH:11]=[CH:12][CH:13]=[CH:14][CH:15]=1. Given the reactants [C:1]([Si:5]([CH3:8])([CH3:7])Cl)([CH3:4])([CH3:3])[CH3:2].[CH2:9]([NH:16][CH2:17][CH:18]([C:23]1[CH:28]=[CH:27][C:26]([Cl:29])=[C:25]([Cl:30])[CH:24]=1)[CH:19]([OH:22])[CH2:20][OH:21])[C:10]1[CH:15]=[CH:14][CH:13]=[CH:12][CH:11]=1.C(N(CC)CC)C.O, predict the reaction product. (2) Given the reactants Br[C:2]1[N:3]=[CH:4][C:5]([NH2:9])=[N:6][C:7]=1[CH3:8].[C-]#N.[Na+].[Cu][C:14]#[N:15], predict the reaction product. The product is: [NH2:9][C:5]1[N:6]=[C:7]([CH3:8])[C:2]([C:14]#[N:15])=[N:3][CH:4]=1. (3) Given the reactants [N:1]1[C:9]2[CH:8]=[CH:7][N:6]=[CH:5][C:4]=2[NH:3][C:2]=1[SH:10].[H-].[Na+].[N+]([C:16]1[O:20][C:19]([CH:21]=[O:22])=[CH:18][CH:17]=1)([O-])=O, predict the reaction product. The product is: [N:1]1[C:9]2[CH:8]=[CH:7][N:6]=[CH:5][C:4]=2[NH:3][C:2]=1[S:10][C:16]1[O:20][C:19]([CH:21]=[O:22])=[CH:18][CH:17]=1. (4) The product is: [NH2:25][N:7]1[C:3]([C:1]#[N:2])=[C:4]([C:13]2[CH:18]=[CH:17][C:16]([N+:19]([O-:21])=[O:20])=[C:15]([F:22])[CH:14]=2)[C:5]([C:8]([O:10][CH2:11][CH3:12])=[O:9])=[CH:6]1. Given the reactants [C:1]([C:3]1[NH:7][CH:6]=[C:5]([C:8]([O:10][CH2:11][CH3:12])=[O:9])[C:4]=1[C:13]1[CH:18]=[CH:17][C:16]([N+:19]([O-:21])=[O:20])=[C:15]([F:22])[CH:14]=1)#[N:2].[H-].[Na+].[NH2:25]OP(=O)(C1C=CC=CC=1)C1C=CC=CC=1, predict the reaction product.